From a dataset of Reaction yield outcomes from USPTO patents with 853,638 reactions. Predict the reaction yield, written as a fraction of the theoretical maximum amount of product (1.0 means a 100% yield; for example, 0.34 means a 34% yield). (1) The reactants are [CH3:1][C@@H:2]1[CH2:7][CH2:6][N:5]([C:8]([O:10][C:11]([CH3:14])([CH3:13])[CH3:12])=[O:9])[CH2:4][C@@H:3]1[C:15]1[N:19]2[C:20]3[CH:26]=[CH:25][N:24](S(C4C=CC(C)=CC=4)(=O)=O)[C:21]=3[N:22]=[CH:23][C:18]2=[CH:17][N:16]=1.[OH-].[Na+].Cl. The catalyst is O1CCOCC1. The product is [C:15]1([C@@H:3]2[C@H:2]([CH3:1])[CH2:7][CH2:6][N:5]([C:8]([O:10][C:11]([CH3:12])([CH3:14])[CH3:13])=[O:9])[CH2:4]2)[N:19]2[C:20]3[CH:26]=[CH:25][NH:24][C:21]=3[N:22]=[CH:23][C:18]2=[CH:17][N:16]=1. The yield is 0.990. (2) The reactants are [CH2:1]([O:3][C:4]1[CH:12]=[CH:11][C:7]([C:8](O)=[O:9])=[CH:6][C:5]=1[C:13]([F:16])([F:15])[F:14])[CH3:2].[CH:17]1C=CC2N(O)N=NC=2C=1.CCN=C=NCCCN(C)C.O[N:39]=[C:40]([C:42]1[C:43]2[CH2:44][CH2:45][CH:46]([OH:51])[C:47]=2[CH:48]=[CH:49][CH:50]=1)[NH2:41].[Na+].[Cl-]. The catalyst is CN(C=O)C. The product is [CH:1]([O:3][C:4]1[CH:12]=[CH:11][C:7]([C:8]2[O:9][N:41]=[C:40]([C:42]3[CH:50]=[CH:49][CH:48]=[C:47]4[C:43]=3[CH2:44][CH2:45][CH:46]4[OH:51])[N:39]=2)=[CH:6][C:5]=1[C:13]([F:16])([F:15])[F:14])([CH3:2])[CH3:17]. The yield is 0.630. (3) The reactants are Br[C:2]1[C:7]([CH2:8][O:9][Si:10]([C:13]([CH3:16])([CH3:15])[CH3:14])([CH3:12])[CH3:11])=[CH:6][CH:5]=[CH:4][N:3]=1.[CH3:17][N:18](C=O)C. The catalyst is [C-]#N.[C-]#N.[Zn+2].C1C=CC([P]([Pd]([P](C2C=CC=CC=2)(C2C=CC=CC=2)C2C=CC=CC=2)([P](C2C=CC=CC=2)(C2C=CC=CC=2)C2C=CC=CC=2)[P](C2C=CC=CC=2)(C2C=CC=CC=2)C2C=CC=CC=2)(C2C=CC=CC=2)C2C=CC=CC=2)=CC=1. The product is [Si:10]([O:9][CH2:8][C:7]1[C:2]([C:17]#[N:18])=[N:3][CH:4]=[CH:5][CH:6]=1)([C:13]([CH3:16])([CH3:15])[CH3:14])([CH3:12])[CH3:11]. The yield is 0.820.